Dataset: Catalyst prediction with 721,799 reactions and 888 catalyst types from USPTO. Task: Predict which catalyst facilitates the given reaction. (1) Reactant: [NH2:1][C:2]1[N:7]=[C:6]([CH2:8][OH:9])[CH:5]=[CH:4][CH:3]=1.CN(C=O)C.C([N:23]=[C:24]=[S:25])(=O)C1C=CC=CC=1. Product: [OH:9][CH2:8][C:6]1[N:7]=[C:2]([NH:1][C:24]([NH2:23])=[S:25])[CH:3]=[CH:4][CH:5]=1. The catalyst class is: 2. (2) Reactant: [NH:1]([C:5]1[CH:32]=[CH:31][C:8]([C:9](=[O:30])[CH2:10][N:11]2[C:15]3[CH:16]=[CH:17][CH:18]=[CH:19][C:14]=3[N:13]=[C:12]2[C:20]2[C:21]([NH:25][CH2:26][CH2:27]C#N)=[N:22][O:23][N:24]=2)=[CH:7][CH:6]=1)C(C)=O.[C:33](=[O:36])(O)[O-:34].[Na+]. Product: [NH2:1][C:5]1[CH:32]=[CH:31][C:8]([C:9](=[O:30])[CH2:10][N:11]2[C:15]3[CH:16]=[CH:17][CH:18]=[CH:19][C:14]=3[N:13]=[C:12]2[C:20]2[C:21]([NH:25][CH2:26][CH2:27][C:33]([OH:34])=[O:36])=[N:22][O:23][N:24]=2)=[CH:7][CH:6]=1. The catalyst class is: 126. (3) Reactant: [Cl:1][C:2]1[S:6][C:5]([S:7]([N:10]([CH2:29][O:30][CH2:31][CH2:32][Si:33]([CH3:36])([CH3:35])[CH3:34])[C:11]2[C:19]3[C:14](=[CH:15][CH:16]=[CH:17][C:18]=3[O:20][CH3:21])[N:13](C(OC(C)(C)C)=O)[N:12]=2)(=[O:9])=[O:8])=[CH:4][CH:3]=1.C(=O)([O-])[O-].[Na+].[Na+].C(Cl)Cl. Product: [Cl:1][C:2]1[S:6][C:5]([S:7]([N:10]([C:11]2[C:19]3[C:14](=[CH:15][CH:16]=[CH:17][C:18]=3[O:20][CH3:21])[NH:13][N:12]=2)[CH2:29][O:30][CH2:31][CH2:32][Si:33]([CH3:36])([CH3:34])[CH3:35])(=[O:9])=[O:8])=[CH:4][CH:3]=1. The catalyst class is: 18. (4) Reactant: C(O)C.C(OC(=O)[NH:10][C:11]1[CH:16]=[C:15]([CH:17]([S:26]([C:29]2[CH:34]=[CH:33][C:32]([Cl:35])=[CH:31][CH:30]=2)(=[O:28])=[O:27])[C:18]2[CH:23]=[C:22]([F:24])[CH:21]=[CH:20][C:19]=2[F:25])[C:14]([Br:36])=[CH:13][N:12]=1)(C)(C)C.Cl.C(=O)(O)[O-].[Na+]. Product: [Br:36][C:14]1[C:15]([CH:17]([S:26]([C:29]2[CH:34]=[CH:33][C:32]([Cl:35])=[CH:31][CH:30]=2)(=[O:28])=[O:27])[C:18]2[CH:23]=[C:22]([F:24])[CH:21]=[CH:20][C:19]=2[F:25])=[CH:16][C:11]([NH2:10])=[N:12][CH:13]=1. The catalyst class is: 13. (5) Reactant: [CH3:1][C:2]1[CH:3]=[CH:4][C:5]2[O:10][CH2:9][C:8](=[O:11])[NH:7][C:6]=2[CH:12]=1.Cl[CH2:14][CH2:15][CH2:16]I.C([O-])([O-])=O.[Cs+].[Cs+].C([O-])([O-])=O.[K+].[K+].[CH2:30]([CH:34]1[CH2:39][CH2:38][NH:37][CH2:36][CH2:35]1)[CH2:31][CH2:32][CH3:33].[N-]=C=O. Product: [CH2:30]([CH:34]1[CH2:39][CH2:38][N:37]([CH2:14][CH2:15][CH2:16][N:7]2[C:6]3[CH:12]=[C:2]([CH3:1])[CH:3]=[CH:4][C:5]=3[O:10][CH2:9][C:8]2=[O:11])[CH2:36][CH2:35]1)[CH2:31][CH2:32][CH3:33]. The catalyst class is: 245.